From a dataset of Aqueous solubility values for 9,982 compounds from the AqSolDB database. Regression/Classification. Given a drug SMILES string, predict its absorption, distribution, metabolism, or excretion properties. Task type varies by dataset: regression for continuous measurements (e.g., permeability, clearance, half-life) or binary classification for categorical outcomes (e.g., BBB penetration, CYP inhibition). For this dataset (solubility_aqsoldb), we predict Y. (1) The molecule is CCCCCCC. The Y is -4.47 log mol/L. (2) The compound is CC(C=NNC(N)=O)=NNC(N)=O. The Y is -1.95 log mol/L.